From a dataset of NCI-60 drug combinations with 297,098 pairs across 59 cell lines. Regression. Given two drug SMILES strings and cell line genomic features, predict the synergy score measuring deviation from expected non-interaction effect. (1) Drug 1: C1=NC2=C(N=C(N=C2N1C3C(C(C(O3)CO)O)F)Cl)N. Drug 2: CC12CCC3C(C1CCC2O)C(CC4=C3C=CC(=C4)O)CCCCCCCCCS(=O)CCCC(C(F)(F)F)(F)F. Cell line: SNB-75. Synergy scores: CSS=0.456, Synergy_ZIP=0.142, Synergy_Bliss=0.314, Synergy_Loewe=-1.21, Synergy_HSA=-0.830. (2) Drug 1: CN1C2=C(C=C(C=C2)N(CCCl)CCCl)N=C1CCCC(=O)O.Cl. Drug 2: C1CNP(=O)(OC1)N(CCCl)CCCl. Cell line: HT29. Synergy scores: CSS=1.76, Synergy_ZIP=-1.43, Synergy_Bliss=-3.75, Synergy_Loewe=-9.68, Synergy_HSA=-5.28. (3) Drug 1: CC=C1C(=O)NC(C(=O)OC2CC(=O)NC(C(=O)NC(CSSCCC=C2)C(=O)N1)C(C)C)C(C)C. Drug 2: CC1CCCC2(C(O2)CC(NC(=O)CC(C(C(=O)C(C1O)C)(C)C)O)C(=CC3=CSC(=N3)C)C)C. Cell line: NCIH23. Synergy scores: CSS=58.7, Synergy_ZIP=-4.27, Synergy_Bliss=-7.66, Synergy_Loewe=-11.0, Synergy_HSA=-3.23. (4) Drug 1: C1=NC2=C(N=C(N=C2N1C3C(C(C(O3)CO)O)F)Cl)N. Drug 2: CC1=C2C(C(=O)C3(C(CC4C(C3C(C(C2(C)C)(CC1OC(=O)C(C(C5=CC=CC=C5)NC(=O)C6=CC=CC=C6)O)O)OC(=O)C7=CC=CC=C7)(CO4)OC(=O)C)O)C)OC(=O)C. Cell line: SNB-75. Synergy scores: CSS=6.49, Synergy_ZIP=-4.18, Synergy_Bliss=-2.76, Synergy_Loewe=-1.72, Synergy_HSA=-1.61.